Dataset: Full USPTO retrosynthesis dataset with 1.9M reactions from patents (1976-2016). Task: Predict the reactants needed to synthesize the given product. (1) The reactants are: [F:1][C:2]1[CH:22]=[CH:21][C:5]([C:6]([CH:8]2[CH2:13][CH2:12][N:11]([C:14]([O:16][C:17]([CH3:20])([CH3:19])[CH3:18])=[O:15])[CH2:10][CH2:9]2)=[O:7])=[CH:4][CH:3]=1.[BH4-].[Na+]. Given the product [F:1][C:2]1[CH:3]=[CH:4][C:5]([CH:6]([OH:7])[CH:8]2[CH2:9][CH2:10][N:11]([C:14]([O:16][C:17]([CH3:19])([CH3:18])[CH3:20])=[O:15])[CH2:12][CH2:13]2)=[CH:21][CH:22]=1, predict the reactants needed to synthesize it. (2) Given the product [Cl:8][C:9]1[CH:10]=[C:11]([NH:16][CH2:17][C:18]2[N:23]=[CH:22][C:21]([NH:24][C:25]3[C:34]4[C:29](=[CH:30][C:31]([O:37][CH2:38][CH2:39][CH2:40][N:5]5[CH2:6][CH2:7][CH:2]([OH:1])[CH2:3][CH2:4]5)=[C:32]([O:35][CH3:36])[CH:33]=4)[N:28]=[CH:27][N:26]=3)=[CH:20][N:19]=2)[CH:12]=[CH:13][C:14]=1[F:15], predict the reactants needed to synthesize it. The reactants are: [OH:1][CH:2]1[CH2:7][CH2:6][NH:5][CH2:4][CH2:3]1.[Cl:8][C:9]1[CH:10]=[C:11]([NH:16][CH2:17][C:18]2[N:23]=[CH:22][C:21]([NH:24][C:25]3[C:34]4[C:29](=[CH:30][C:31]([O:37][CH2:38][CH2:39][CH2:40]Cl)=[C:32]([O:35][CH3:36])[CH:33]=4)[N:28]=[CH:27][N:26]=3)=[CH:20][N:19]=2)[CH:12]=[CH:13][C:14]=1[F:15]. (3) Given the product [CH3:1][C:2]1[C:3]([C:4]2[NH:22][C:21]3[CH:20]=[CH:19][C:18]([CH2:23][C:24]([O:26][CH3:27])=[O:25])=[CH:17][C:16]=3[N:15]=2)=[CH:6][CH:7]=[CH:8][N:9]=1, predict the reactants needed to synthesize it. The reactants are: [CH3:1][C:2]1[N:9]=[CH:8][CH:7]=[CH:6][C:3]=1[CH:4]=O.OS([O-])=O.[Na+].[NH2:15][C:16]1[CH:17]=[C:18]([CH2:23][C:24]([O:26][CH3:27])=[O:25])[CH:19]=[CH:20][C:21]=1[NH2:22]. (4) Given the product [CH2:1]([O:3][C:4]([C:6]1[CH:7]=[N:8][N:9]([CH2:12][CH2:13][CH2:14][O:15][CH3:16])[C:10]=1[Cl:28])=[O:5])[CH3:2], predict the reactants needed to synthesize it. The reactants are: [CH2:1]([O:3][C:4]([C:6]1[CH:7]=[N:8][N:9]([CH2:12][CH2:13][CH2:14][O:15][CH3:16])[C:10]=1N)=[O:5])[CH3:2].C(O)(=O)C.N(OC(C)(C)C)=O.[ClH:28]. (5) Given the product [CH2:1]([S:8]([N:11]1[CH:15]=[CH:14][C:13]([NH:16][C:29](=[O:30])[C:28]2[CH:32]=[CH:33][CH:34]=[C:26]([O:25][CH3:24])[CH:27]=2)=[CH:12]1)(=[O:10])=[O:9])[C:2]1[CH:7]=[CH:6][CH:5]=[CH:4][CH:3]=1, predict the reactants needed to synthesize it. The reactants are: [CH2:1]([S:8]([N:11]1[CH:15]=[CH:14][C:13]([NH2:16])=[CH:12]1)(=[O:10])=[O:9])[C:2]1[CH:7]=[CH:6][CH:5]=[CH:4][CH:3]=1.C(N(CC)CC)C.[CH3:24][O:25][C:26]1[CH:27]=[C:28]([CH:32]=[CH:33][CH:34]=1)[C:29](Cl)=[O:30]. (6) Given the product [CH3:1][S:2]([CH:5]([C:13]1[CH:18]=[CH:17][N:16]=[C:15]([S:19][CH3:20])[N:14]=1)[C:6]([O:8][CH3:9])=[O:7])(=[O:4])=[O:3], predict the reactants needed to synthesize it. The reactants are: [CH3:1][S:2]([CH2:5][C:6]([O:8][CH3:9])=[O:7])(=[O:4])=[O:3].[H-].[Na+].Cl[C:13]1[CH:18]=[CH:17][N:16]=[C:15]([S:19][CH3:20])[N:14]=1.Cl. (7) Given the product [OH:14][C:15]1[CH:20]=[CH:19][C:18]([CH:21]2[CH2:26][CH2:25][C:24](=[CH:5][C:3]([O:2][CH3:1])=[O:4])[CH2:23][CH2:22]2)=[CH:17][CH:16]=1, predict the reactants needed to synthesize it. The reactants are: [CH3:1][O:2][C:3]([CH2:5]P(OC)(OC)=O)=[O:4].[H-].[Na+].[OH:14][C:15]1[CH:20]=[CH:19][C:18]([CH:21]2[CH2:26][CH2:25][C:24](=O)[CH2:23][CH2:22]2)=[CH:17][CH:16]=1.P(CC([O-])=O)(O)(O)=O.NC(N)=N. (8) Given the product [CH3:20][CH:19]([CH3:21])[C:18]([NH:17][C:13]1[CH:14]=[CH:15][CH:16]=[C:11]([CH:8]2[CH2:9][CH2:10][N:5]([CH2:4][CH2:3][C@@H:2]([O:1][C:29]3[CH:34]=[CH:33][CH:32]=[CH:31][CH:30]=3)[C:23]3[CH:24]=[CH:25][CH:26]=[CH:27][CH:28]=3)[CH2:6][CH2:7]2)[CH:12]=1)=[O:22], predict the reactants needed to synthesize it. The reactants are: [OH:1][C@H:2]([C:23]1[CH:28]=[CH:27][CH:26]=[CH:25][CH:24]=1)[CH2:3][CH2:4][N:5]1[CH2:10][CH2:9][CH:8]([C:11]2[CH:12]=[C:13]([NH:17][C:18](=[O:22])[CH:19]([CH3:21])[CH3:20])[CH:14]=[CH:15][CH:16]=2)[CH2:7][CH2:6]1.[C:29]1(O)[CH:34]=[CH:33][CH:32]=[CH:31][CH:30]=1.C1(P(C2C=CC=CC=2)C2C=CC=CC=2)C=CC=CC=1.N(C(OCC)=O)=NC(OCC)=O.N. (9) Given the product [C:24]([O:23][C:19](=[O:22])[NH:20][N:21]1[C:4]([CH3:5])=[CH:6][C:11]2[C:10](=[C:15]([F:16])[CH:14]=[CH:13][CH:12]=2)[C:9]1=[O:17])([CH3:27])([CH3:26])[CH3:25], predict the reactants needed to synthesize it. The reactants are: C(O/[C:4](=[C:6]1/C(=O)O[C:9](=[O:17])[C:10]2[C:15]([F:16])=[CH:14][CH:13]=[CH:12][C:11]/1=2)/[CH3:5])C.[C:19]([O:23][C:24]([CH3:27])([CH3:26])[CH3:25])(=[O:22])[NH:20][NH2:21].C(O)C.